Dataset: Reaction yield outcomes from USPTO patents with 853,638 reactions. Task: Predict the reaction yield, written as a fraction of the theoretical maximum amount of product (1.0 means a 100% yield; for example, 0.34 means a 34% yield). (1) The reactants are CC1(C)C(C)(C)OB([C:9]2[CH:10]=[C:11]3[C:16](=[CH:17][CH:18]=2)[O:15][CH2:14][CH2:13][C@@H:12]3[NH:19][C:20](=[O:26])[O:21][C:22]([CH3:25])([CH3:24])[CH3:23])O1.[OH-:28].[Na+].OO. The catalyst is O1CCCC1. The product is [OH:28][C:9]1[CH:10]=[C:11]2[C:16](=[CH:17][CH:18]=1)[O:15][CH2:14][CH2:13][C@@H:12]2[NH:19][C:20](=[O:26])[O:21][C:22]([CH3:25])([CH3:24])[CH3:23]. The yield is 0.850. (2) The reactants are Cl[CH:2](Cl)[C:3]1[N:7]([CH2:8][C:9]2[CH:14]=[CH:13][C:12]([O:15][CH3:16])=[CH:11][CH:10]=2)[N:6]=[C:5]([N:17]2[CH2:21][CH2:20][CH2:19][CH2:18]2)[N:4]=1.ClC(Cl)C1N=C(N2CCCC2)N(CC2C=CC([O:42]C)=CC=2)N=1.C([O-])(=O)C.[Na+]. The catalyst is C(O)C.O. The product is [CH3:16][O:15][C:12]1[CH:13]=[CH:14][C:9]([CH2:8][N:7]2[C:3]([CH:2]=[O:42])=[N:4][C:5]([N:17]3[CH2:21][CH2:20][CH2:19][CH2:18]3)=[N:6]2)=[CH:10][CH:11]=1. The yield is 0.290. (3) The reactants are [O:1]1[C:5]2[CH:6]=[CH:7][C:8]([CH2:10][C:11]#[N:12])=[CH:9][C:4]=2[O:3]C1.B(Br)(Br)Br.O. The catalyst is C(Cl)Cl. The product is [OH:3][C:4]1[CH:9]=[C:8]([CH2:10][C:11]#[N:12])[CH:7]=[CH:6][C:5]=1[OH:1]. The yield is 0.540.